From a dataset of Forward reaction prediction with 1.9M reactions from USPTO patents (1976-2016). Predict the product of the given reaction. (1) Given the reactants [N:1]1([CH2:6][C@@H:7]([O:14][C:15]2[CH:24]=[CH:23][C:22]3[C:21](=[O:25])[CH2:20][CH2:19][CH2:18][C:17]=3[C:16]=2[CH2:26][S:27]([C:30]2[CH:31]=[C:32]([CH:36]=[CH:37][CH:38]=2)[C:33](O)=[O:34])(=[O:29])=[O:28])[C:8]2[CH:13]=[CH:12][CH:11]=[CH:10][CH:9]=2)[CH:5]=[CH:4][N:3]=[CH:2]1.[CH2:39]([NH2:45])[C:40]1[O:44][CH:43]=[CH:42][CH:41]=1, predict the reaction product. The product is: [O:44]1[CH:43]=[CH:42][CH:41]=[C:40]1[CH2:39][NH:45][C:33](=[O:34])[C:32]1[CH:36]=[CH:37][CH:38]=[C:30]([S:27]([CH2:26][C:16]2[C:17]3[CH2:18][CH2:19][CH2:20][C:21](=[O:25])[C:22]=3[CH:23]=[CH:24][C:15]=2[O:14][C@@H:7]([C:8]2[CH:9]=[CH:10][CH:11]=[CH:12][CH:13]=2)[CH2:6][N:1]2[CH:5]=[CH:4][N:3]=[CH:2]2)(=[O:29])=[O:28])[CH:31]=1. (2) Given the reactants [Br:1][C:2]1[CH:3]=[C:4]([CH:27]=[CH:28][C:29]=1[I:30])[CH2:5][C@H:6]([NH:19][C:20](=[O:26])[O:21][C:22]([CH3:25])([CH3:24])[CH3:23])[C:7](=O)[NH:8][CH2:9][C:10](=O)[C:11]1[CH:16]=[CH:15][CH:14]=[CH:13][CH:12]=1.C([O-])(=O)C.[NH4+].C[N:37](C)C=O, predict the reaction product. The product is: [Br:1][C:2]1[CH:3]=[C:4]([CH2:5][C@H:6]([NH:19][C:20](=[O:26])[O:21][C:22]([CH3:25])([CH3:24])[CH3:23])[C:7]2[NH:37][C:10]([C:11]3[CH:16]=[CH:15][CH:14]=[CH:13][CH:12]=3)=[CH:9][N:8]=2)[CH:27]=[CH:28][C:29]=1[I:30]. (3) Given the reactants BrC1C2N(N=C(Cl)N=2)C=CC=1.[F:12][C:13]1[CH:20]=[CH:19][C:16]([CH2:17][NH2:18])=[CH:15][CH:14]=1.Cl[C:22]1[N:39]=[C:25]2[C:26]([NH:30][CH2:31][C:32]3[CH:37]=[CH:36][C:35]([F:38])=[CH:34][CH:33]=3)=[CH:27][CH:28]=[CH:29][N:24]2[N:23]=1.[CH3:40][N:41]1[CH2:46][CH2:45][N:44]([C:47]2[CH:48]=[C:49]([CH:51]=[CH:52][CH:53]=2)[NH2:50])[CH2:43][CH2:42]1, predict the reaction product. The product is: [F:12][C:13]1[CH:20]=[CH:19][C:16]([CH2:17][NH2:18])=[CH:15][CH:14]=1.[F:38][C:35]1[CH:36]=[CH:37][C:32]([CH2:31][NH:30][C:26]2[C:25]3[N:24]([N:23]=[C:22]([NH:50][C:49]4[CH:51]=[CH:52][CH:53]=[C:47]([N:44]5[CH2:43][CH2:42][N:41]([CH3:40])[CH2:46][CH2:45]5)[CH:48]=4)[N:39]=3)[CH:29]=[CH:28][CH:27]=2)=[CH:33][CH:34]=1. (4) Given the reactants C[O:2][C:3](=[O:20])[C:4]1[CH:9]=[CH:8][CH:7]=[CH:6][C:5]=1[NH:10][C:11](=[O:19])[C:12]1[CH:17]=[CH:16][C:15](I)=[CH:14][CH:13]=1.[F:21][C:22]1[CH:27]=[C:26]([F:28])[CH:25]=[CH:24][C:23]=1[OH:29], predict the reaction product. The product is: [F:21][C:22]1[CH:27]=[C:26]([F:28])[CH:25]=[CH:24][C:23]=1[O:29][C:15]1[CH:16]=[CH:17][C:12]([C:11]([NH:10][C:5]2[CH:6]=[CH:7][CH:8]=[CH:9][C:4]=2[C:3]([OH:2])=[O:20])=[O:19])=[CH:13][CH:14]=1. (5) Given the reactants CN1CCN(C([O:10][CH:11]2[N:20]([C:21]3[CH:22]=[CH:23][C:24]([Cl:27])=[CH:25][N:26]=3)[C:18](=[O:19])[C:13]3[N:14]=[CH:15][CH:16]=[N:17][C:12]2=3)=O)CC1.C(O)(=O)C.Cl.Br, predict the reaction product. The product is: [Cl:27][C:24]1[CH:23]=[CH:22][C:21]([N:20]2[CH:18]([OH:19])[C:13]3[C:12](=[N:17][CH:16]=[CH:15][N:14]=3)[C:11]2=[O:10])=[N:26][CH:25]=1. (6) Given the reactants [C:1]([O:5][C:6]([NH:8][C@H:9]([C:11]1[NH:12][C:13]([C:21]2[CH:30]=[CH:29][CH:28]=[C:27]3[C:22]=2[N:23]=[C:24]([NH:32][C:33]2([CH3:36])[CH2:35][CH2:34]2)[C:25]([CH3:31])=[N:26]3)=[CH:14][C:15]=1[C:16]([O:18]CC)=[O:17])[CH3:10])=[O:7])([CH3:4])([CH3:3])[CH3:2].O1CCOCC1.[Li+].[OH-], predict the reaction product. The product is: [C:1]([O:5][C:6]([NH:8][CH:9]([C:11]1[NH:12][C:13]([C:21]2[CH:30]=[CH:29][CH:28]=[C:27]3[C:22]=2[N:23]=[C:24]([NH:32][C:33]2([CH3:36])[CH2:34][CH2:35]2)[C:25]([CH3:31])=[N:26]3)=[CH:14][C:15]=1[C:16]([OH:18])=[O:17])[CH3:10])=[O:7])([CH3:2])([CH3:3])[CH3:4]. (7) Given the reactants [NH2:1][C:2]1[N:7]=[C:6]([C:8]2[S:12][C:11]([CH:13]3[CH2:18][CH2:17][N:16](C(OC(C)(C)C)=O)[CH2:15][CH2:14]3)=[N:10][C:9]=2[C:26]2[CH:31]=[CH:30][CH:29]=[C:28]([NH:32][S:33]([C:36]3[C:41]([F:42])=[CH:40][CH:39]=[CH:38][C:37]=3[F:43])(=[O:35])=[O:34])[C:27]=2[F:44])[CH:5]=[CH:4][N:3]=1.C(O)(C(F)(F)F)=O, predict the reaction product. The product is: [NH2:1][C:2]1[N:7]=[C:6]([C:8]2[S:12][C:11]([CH:13]3[CH2:18][CH2:17][NH:16][CH2:15][CH2:14]3)=[N:10][C:9]=2[C:26]2[C:27]([F:44])=[C:28]([NH:32][S:33]([C:36]3[C:37]([F:43])=[CH:38][CH:39]=[CH:40][C:41]=3[F:42])(=[O:34])=[O:35])[CH:29]=[CH:30][CH:31]=2)[CH:5]=[CH:4][N:3]=1.